From a dataset of Forward reaction prediction with 1.9M reactions from USPTO patents (1976-2016). Predict the product of the given reaction. (1) Given the reactants [O:1]=[C:2]([CH2:17][CH2:18][CH2:19][CH2:20][CH2:21][C:22]([O:24][CH:25]1[CH2:30][CH2:29][CH2:28][CH2:27][CH2:26]1)=[O:23])[CH2:3][CH2:4][CH2:5][CH2:6][CH2:7][C:8]([O:10][CH:11]1[CH2:16][CH2:15][CH2:14][CH2:13][CH2:12]1)=[O:9].[BH4-].[Na+], predict the reaction product. The product is: [OH:1][CH:2]([CH2:3][CH2:4][CH2:5][CH2:6][CH2:7][C:8]([O:10][CH:11]1[CH2:12][CH2:13][CH2:14][CH2:15][CH2:16]1)=[O:9])[CH2:17][CH2:18][CH2:19][CH2:20][CH2:21][C:22]([O:24][CH:25]1[CH2:26][CH2:27][CH2:28][CH2:29][CH2:30]1)=[O:23]. (2) Given the reactants [NH2:1][CH2:2][CH2:3][CH2:4][CH2:5][N:6]1[C:18]2[C:17]3[CH:16]=[CH:15][CH:14]=[CH:13][C:12]=3[N:11]=[C:10]([NH2:19])[C:9]=2[N:8]=[CH:7]1.[C:20]([C:28]1[CH:36]=[CH:35][C:31]([C:32](Cl)=[O:33])=[CH:30][CH:29]=1)(=[O:27])[C:21]1[CH:26]=[CH:25][CH:24]=[CH:23][CH:22]=1, predict the reaction product. The product is: [NH2:19][C:10]1[C:9]2[N:8]=[CH:7][N:6]([CH2:5][CH2:4][CH2:3][CH2:2][NH:1][C:32](=[O:33])[C:31]3[CH:30]=[CH:29][C:28]([C:20](=[O:27])[C:21]4[CH:26]=[CH:25][CH:24]=[CH:23][CH:22]=4)=[CH:36][CH:35]=3)[C:18]=2[C:17]2[CH:16]=[CH:15][CH:14]=[CH:13][C:12]=2[N:11]=1. (3) Given the reactants [ClH:1].[NH2:2][C@H:3]([C:9]([OH:11])=[O:10])[CH2:4][CH2:5][CH2:6][CH2:7][NH2:8].[CH3:12]O, predict the reaction product. The product is: [ClH:1].[ClH:1].[CH3:12][O:10][C:9](=[O:11])[C@H:3]([CH2:4][CH2:5][CH2:6][CH2:7][NH2:8])[NH2:2]. (4) Given the reactants CCN(C(C)C)C(C)C.[NH2:10][CH:11]1[CH2:16][CH2:15][CH2:14][N:13](C(OC(C)(C)C)=O)[CH2:12]1.F[P-](F)(F)(F)(F)F.Br[P+](N1CCCC1)(N1CCCC1)N1CCCC1.[NH2:48][C:49]1[C:50]([C:67]2[O:71][C:70](=O)[NH:69][N:68]=2)=[N:51][C:52]([C:55]2[CH:60]=[CH:59][C:58]([S:61]([CH:64]([CH3:66])[CH3:65])(=[O:63])=[O:62])=[CH:57][CH:56]=2)=[CH:53][N:54]=1.Cl, predict the reaction product. The product is: [NH2:48][C:49]1[C:50]([C:67]2[O:71][C:70]([NH:10][CH:11]3[CH2:16][CH2:15][CH2:14][NH:13][CH2:12]3)=[N:69][N:68]=2)=[N:51][C:52]([C:55]2[CH:60]=[CH:59][C:58]([S:61]([CH:64]([CH3:65])[CH3:66])(=[O:63])=[O:62])=[CH:57][CH:56]=2)=[CH:53][N:54]=1. (5) Given the reactants [OH:1][CH2:2][C:3]([CH3:8])([CH3:7])[C:4]([O-:6])=[O:5].[Na+].[CH3:10][O:11][C:12]1[CH:19]=[CH:18][C:15]([CH2:16]Cl)=[CH:14][CH:13]=1, predict the reaction product. The product is: [OH:1][CH2:2][C:3]([CH3:8])([CH3:7])[C:4]([O:6][CH2:16][C:15]1[CH:18]=[CH:19][C:12]([O:11][CH3:10])=[CH:13][CH:14]=1)=[O:5].